Dataset: Peptide-MHC class I binding affinity with 185,985 pairs from IEDB/IMGT. Task: Regression. Given a peptide amino acid sequence and an MHC pseudo amino acid sequence, predict their binding affinity value. This is MHC class I binding data. (1) The peptide sequence is RAKFKQLL. The MHC is HLA-B07:02 with pseudo-sequence HLA-B07:02. The binding affinity (normalized) is 0.213. (2) The peptide sequence is WMRGRGRAL. The MHC is HLA-A02:06 with pseudo-sequence HLA-A02:06. The binding affinity (normalized) is 0.0847. (3) The peptide sequence is MLRFANPLS. The MHC is HLA-B08:01 with pseudo-sequence HLA-B08:01. The binding affinity (normalized) is 0. (4) The peptide sequence is SPLFLIVAAL. The MHC is HLA-B53:01 with pseudo-sequence HLA-B53:01. The binding affinity (normalized) is 0.358. (5) The peptide sequence is IRFPKTYGW. The MHC is Mamu-B17 with pseudo-sequence Mamu-B17. The binding affinity (normalized) is 0.803. (6) The peptide sequence is IRFPKTFGY. The MHC is Mamu-A02 with pseudo-sequence Mamu-A02. The binding affinity (normalized) is 0. (7) The peptide sequence is YASLTTIGT. The MHC is HLA-A02:01 with pseudo-sequence HLA-A02:01. The binding affinity (normalized) is 0.375. (8) The peptide sequence is RLGLSRPLL. The MHC is Patr-A0701 with pseudo-sequence Patr-A0701. The binding affinity (normalized) is 0. (9) The peptide sequence is LADVCNWTY. The MHC is HLA-B27:05 with pseudo-sequence HLA-B27:05. The binding affinity (normalized) is 0.0847.